This data is from NCI-60 drug combinations with 297,098 pairs across 59 cell lines. The task is: Regression. Given two drug SMILES strings and cell line genomic features, predict the synergy score measuring deviation from expected non-interaction effect. (1) Drug 1: CC1=C(C=C(C=C1)NC2=NC=CC(=N2)N(C)C3=CC4=NN(C(=C4C=C3)C)C)S(=O)(=O)N.Cl. Drug 2: C1=NC2=C(N=C(N=C2N1C3C(C(C(O3)CO)O)F)Cl)N. Cell line: HOP-92. Synergy scores: CSS=44.0, Synergy_ZIP=7.24, Synergy_Bliss=6.75, Synergy_Loewe=-8.95, Synergy_HSA=7.74. (2) Drug 1: C1=CC(=CC=C1CCC2=CNC3=C2C(=O)NC(=N3)N)C(=O)NC(CCC(=O)O)C(=O)O. Drug 2: CC=C1C(=O)NC(C(=O)OC2CC(=O)NC(C(=O)NC(CSSCCC=C2)C(=O)N1)C(C)C)C(C)C. Cell line: DU-145. Synergy scores: CSS=45.5, Synergy_ZIP=-1.20, Synergy_Bliss=1.25, Synergy_Loewe=1.90, Synergy_HSA=4.26. (3) Drug 1: CC1=C(C=C(C=C1)NC(=O)C2=CC=C(C=C2)CN3CCN(CC3)C)NC4=NC=CC(=N4)C5=CN=CC=C5. Drug 2: CC1=C(C(=O)C2=C(C1=O)N3CC4C(C3(C2COC(=O)N)OC)N4)N. Cell line: UACC-257. Synergy scores: CSS=10.9, Synergy_ZIP=-3.42, Synergy_Bliss=0.719, Synergy_Loewe=-26.8, Synergy_HSA=-1.23. (4) Cell line: K-562. Drug 2: CC=C1C(=O)NC(C(=O)OC2CC(=O)NC(C(=O)NC(CSSCCC=C2)C(=O)N1)C(C)C)C(C)C. Synergy scores: CSS=38.4, Synergy_ZIP=-2.80, Synergy_Bliss=-7.63, Synergy_Loewe=-37.3, Synergy_HSA=-6.94. Drug 1: CN(C)N=NC1=C(NC=N1)C(=O)N. (5) Drug 1: C1=CN(C(=O)N=C1N)C2C(C(C(O2)CO)O)O.Cl. Drug 2: CCC1=C2CN3C(=CC4=C(C3=O)COC(=O)C4(CC)O)C2=NC5=C1C=C(C=C5)O. Cell line: MALME-3M. Synergy scores: CSS=38.5, Synergy_ZIP=-11.8, Synergy_Bliss=-3.82, Synergy_Loewe=-1.07, Synergy_HSA=0.248. (6) Drug 1: CC1=C(C(CCC1)(C)C)C=CC(=CC=CC(=CC(=O)O)C)C. Drug 2: C1CC(C1)(C(=O)O)C(=O)O.[NH2-].[NH2-].[Pt+2]. Cell line: SK-OV-3. Synergy scores: CSS=3.72, Synergy_ZIP=-4.46, Synergy_Bliss=-5.82, Synergy_Loewe=-2.73, Synergy_HSA=-2.56.